Dataset: Full USPTO retrosynthesis dataset with 1.9M reactions from patents (1976-2016). Task: Predict the reactants needed to synthesize the given product. (1) Given the product [CH3:16][O:17][C:18]1[CH:19]=[CH:20][C:21]([C:24]2[CH:28]=[C:27](/[CH:29]=[CH:14]/[C:13]([C:5]3[CH:6]=[C:7]([O:11][CH3:12])[C:8]([O:9][CH3:10])=[C:3]([O:2][CH3:1])[CH:4]=3)=[O:15])[NH:26][N:25]=2)=[CH:22][CH:23]=1, predict the reactants needed to synthesize it. The reactants are: [CH3:1][O:2][C:3]1[CH:4]=[C:5]([C:13](=[O:15])[CH3:14])[CH:6]=[C:7]([O:11][CH3:12])[C:8]=1[O:9][CH3:10].[CH3:16][O:17][C:18]1[CH:23]=[CH:22][C:21]([C:24]2[CH:28]=[C:27]([CH:29]=O)[NH:26][N:25]=2)=[CH:20][CH:19]=1.[OH-].[K+]. (2) Given the product [O:37]=[C:22]1[N:21]([C:18]2[CH:19]=[CH:20][C:15]([O:14][CH:11]3[CH2:12][CH2:13][NH:8][CH2:9][CH2:10]3)=[CH:16][CH:17]=2)[CH2:26][CH2:25][N:24]([C:27]([O:29][CH2:30][C:31]2[CH:32]=[CH:33][CH:34]=[CH:35][CH:36]=2)=[O:28])[CH2:23]1, predict the reactants needed to synthesize it. The reactants are: CC(OC([N:8]1[CH2:13][CH2:12][CH:11]([O:14][C:15]2[CH:20]=[CH:19][C:18]([N:21]3[CH2:26][CH2:25][N:24]([C:27]([O:29][CH2:30][C:31]4[CH:36]=[CH:35][CH:34]=[CH:33][CH:32]=4)=[O:28])[CH2:23][C:22]3=[O:37])=[CH:17][CH:16]=2)[CH2:10][CH2:9]1)=O)(C)C. (3) Given the product [CH3:5][CH2:6][CH2:7][CH2:8][CH2:9][CH2:10][CH2:11][CH2:12][CH2:13][CH2:14][CH2:15][CH2:16][CH2:17][CH2:18][CH2:19][CH2:20][O:21][CH2:22][CH2:23][CH2:24][O:25][P:26]([OH:32])([CH2:28][O:29][C@H:30]([CH2:31][OH:3])[CH2:33][N:34]1[C:39](=[O:40])[N:38]=[C:37]([NH2:41])[CH:36]=[CH:35]1)=[O:27], predict the reactants needed to synthesize it. The reactants are: C(O)(=[O:3])C.[CH3:5][CH2:6][CH2:7][CH2:8][CH2:9][CH2:10][CH2:11][CH2:12][CH2:13][CH2:14][CH2:15][CH2:16][CH2:17][CH2:18][CH2:19][CH2:20][O:21][CH2:22][CH2:23][CH2:24][O:25][P:26]1([O:32][CH2:31][C@H:30]([CH2:33][N:34]2[C:39](=[O:40])[N:38]=[C:37]([NH2:41])[CH:36]=[CH:35]2)[O:29][CH2:28]1)=[O:27]. (4) Given the product [CH3:1][S:2][C:3]1[CH:8]=[CH:7][C:6]2[N:9]=[CH:11][NH:10][C:5]=2[CH:4]=1, predict the reactants needed to synthesize it. The reactants are: [CH3:1][S:2][C:3]1[CH:4]=[C:5]([NH2:10])[C:6]([NH2:9])=[CH:7][CH:8]=1.[CH:11](O)=O.C([O-])(O)=O.[Na+]. (5) Given the product [Br:23][C:13]1[C:14]2[C:20]3=[C:19]4[C:17](=[CH:16][CH:15]=2)[CH:18]=[C:5]([C:1]([CH3:4])([CH3:2])[CH3:3])[CH:6]=[C:7]4[CH:8]=[CH:9][C:10]3=[CH:11][CH:12]=1, predict the reactants needed to synthesize it. The reactants are: [C:1]([C:5]1[CH:18]=[C:17]2[C:19]3=[C:20]4[C:10]([CH:11]=[CH:12][CH:13]=[C:14]4[CH:15]=[CH:16]2)=[CH:9][CH:8]=[C:7]3[CH:6]=1)([CH3:4])([CH3:3])[CH3:2].CO.[Br-:23].[Br-].[Br-].C([N+](C)(C)C)C1C=CC=CC=1.C([N+](C)(C)C)C1C=CC=CC=1.C([N+](C)(C)C)C1C=CC=CC=1.O.